Dataset: Catalyst prediction with 721,799 reactions and 888 catalyst types from USPTO. Task: Predict which catalyst facilitates the given reaction. Reactant: [C:1]([C:4]1[CH:9]=[CH:8][C:7]([S:10](Cl)(=[O:12])=[O:11])=[CH:6][CH:5]=1)(=[O:3])[CH3:2].N1C=CC=CC=1.[CH3:20][O:21][NH:22][CH3:23]. Product: [C:1]([C:4]1[CH:9]=[CH:8][C:7]([S:10]([N:22]([O:21][CH3:20])[CH3:23])(=[O:12])=[O:11])=[CH:6][CH:5]=1)(=[O:3])[CH3:2]. The catalyst class is: 2.